From a dataset of hERG Central: cardiac toxicity at 1µM, 10µM, and general inhibition. Predict hERG channel inhibition at various concentrations. (1) Results: hERG_inhib (hERG inhibition (general)): blocker. The drug is Cc1csc(NC(=O)CSc2nnc(-c3ccoc3C)n2C(C)c2ccccc2)n1. (2) Results: hERG_inhib (hERG inhibition (general)): blocker. The molecule is O=C(CN1CCN(S(=O)(=O)c2ccc(F)c(F)c2)CC1)Nc1ccccc1C(=O)NC1CC1. (3) The molecule is c1ccc(CN2CCC(Nc3ncnc4sccc34)CC2)cc1. Results: hERG_inhib (hERG inhibition (general)): blocker.